From a dataset of Full USPTO retrosynthesis dataset with 1.9M reactions from patents (1976-2016). Predict the reactants needed to synthesize the given product. (1) Given the product [Cl:20][C:2]1[CH:3]=[C:4]([S:11]([NH:14][CH3:15])(=[O:13])=[O:12])[CH:5]=[C:6]([N+:8]([O-:10])=[O:9])[CH:7]=1, predict the reactants needed to synthesize it. The reactants are: N[C:2]1[CH:3]=[C:4]([S:11]([NH:14][CH3:15])(=[O:13])=[O:12])[CH:5]=[C:6]([N+:8]([O-:10])=[O:9])[CH:7]=1.N([O-])=O.[Na+].[ClH:20]. (2) Given the product [CH2:1]([N:3]1[CH2:8][CH:7]2[CH:5]([CH:6]2[C:9]2[CH:14]=[C:13]([F:15])[CH:12]=[CH:11][C:10]=2[S:16]([NH:19][C:20]2[C:29]([C:30]([OH:32])=[O:31])=[C:28]3[C:23]([C@H:24]4[CH2:34][C@H:25]4[CH2:26][O:27]3)=[CH:22][CH:21]=2)(=[O:17])=[O:18])[CH2:4]1)[CH3:2], predict the reactants needed to synthesize it. The reactants are: [CH2:1]([N:3]1[CH2:8][CH:7]2[CH:5]([CH:6]2[C:9]2[CH:14]=[C:13]([F:15])[CH:12]=[CH:11][C:10]=2[S:16]([NH:19][C:20]2[C:29]([C:30]([O:32]C)=[O:31])=[C:28]3[C:23]([C@H:24]4[CH2:34][C@H:25]4[CH2:26][O:27]3)=[CH:22][CH:21]=2)(=[O:18])=[O:17])[CH2:4]1)[CH3:2].O.[OH-].[Li+]. (3) The reactants are: [CH3:1][C:2]1[CH:7]=[C:6]([C:8]2[CH:9]=[CH:10][C:11]3[N:18]4[CH2:19][C@H:14]([CH2:15][CH2:16][CH2:17]4)[NH:13][C:12]=3[N:20]=2)[CH:5]=[CH:4][N:3]=1.[CH3:21][N:22]1[CH:30]=[C:29]2[C:24]([CH:25]=[CH:26][C:27]([NH:31][C:32](=O)[O:33]C3C=CC=CC=3)=[CH:28]2)=[N:23]1. Given the product [CH3:21][N:22]1[CH:30]=[C:29]2[C:24]([CH:25]=[CH:26][C:27]([NH:31][C:32]([N:13]3[C@@H:14]4[CH2:19][N:18]([CH2:17][CH2:16][CH2:15]4)[C:11]4[CH:10]=[CH:9][C:8]([C:6]5[CH:5]=[CH:4][N:3]=[C:2]([CH3:1])[CH:7]=5)=[N:20][C:12]3=4)=[O:33])=[CH:28]2)=[N:23]1, predict the reactants needed to synthesize it. (4) Given the product [CH2:13]([NH:20][C:10]1[C:5]2[S:4][CH:3]=[C:2]([Br:1])[C:6]=2[N:7]=[C:8]([Cl:12])[N:9]=1)[C:14]1[CH:19]=[CH:18][CH:17]=[CH:16][CH:15]=1, predict the reactants needed to synthesize it. The reactants are: [Br:1][C:2]1[C:6]2[N:7]=[C:8]([Cl:12])[N:9]=[C:10](Cl)[C:5]=2[S:4][CH:3]=1.[CH2:13]([NH2:20])[C:14]1[CH:19]=[CH:18][CH:17]=[CH:16][CH:15]=1.O. (5) Given the product [CH3:17][N:16]([CH3:15])[CH:18]=[C:12]([C:10]1[O:11][C:29]([C:23]2[CH:28]=[CH:27][CH:26]=[CH:25][CH:24]=2)=[CH:8][N:9]=1)[C:13]#[N:14], predict the reactants needed to synthesize it. The reactants are: C1(C2[O:11][C:10]([CH2:12][C:13]#[N:14])=[N:9][CH:8]=2)C=CC=CC=1.[CH3:15][N:16]([CH:18](OC)OC)[CH3:17].[C:23]1([CH3:29])[CH:28]=[CH:27][CH:26]=[CH:25][CH:24]=1. (6) Given the product [CH2:1]([N:5]1[C:13]2[N:12]=[C:11]([Cl:14])[NH:10][C:9]=2[C:8](=[O:15])[N:7]([CH2:16][CH2:17][CH2:18][CH2:19][C:20]2[O:22][N:34]=[C:26]([C:27]3[CH:32]=[CH:31][CH:30]=[CH:29][CH:28]=3)[N:33]=2)[C:6]1=[O:25])[CH2:2][CH2:3][CH3:4], predict the reactants needed to synthesize it. The reactants are: [CH2:1]([N:5]1[C:13]2[N:12]=[C:11]([Cl:14])[NH:10][C:9]=2[C:8](=[O:15])[N:7]([CH2:16][CH2:17][CH2:18][CH2:19][C:20]([O:22]CC)=O)[C:6]1=[O:25])[CH2:2][CH2:3][CH3:4].[C:26](=[N:34]O)([NH2:33])[C:27]1[CH:32]=[CH:31][CH:30]=[CH:29][CH:28]=1.[O-]CC.[Na+]. (7) Given the product [OH:11][CH2:10][CH2:9][CH2:8][S:7][C:3]1[N:2]([CH3:1])[CH:6]=[CH:5][N:4]=1, predict the reactants needed to synthesize it. The reactants are: [CH3:1][N:2]1[CH:6]=[CH:5][N:4]=[C:3]1[S:7][CH2:8][CH2:9][CH2:10][O:11]C1CCCCO1.